From a dataset of Forward reaction prediction with 1.9M reactions from USPTO patents (1976-2016). Predict the product of the given reaction. (1) The product is: [F:13][C:14]1[CH:15]=[C:16]([CH:17]=[CH:18][C:19]=1[N+:20]([O-:22])=[O:21])[O:23][C:2]1[CH:7]=[CH:6][N:5]=[C:4]([C:8]([O:10][CH2:11][CH3:12])=[O:9])[CH:3]=1. Given the reactants Cl[C:2]1[CH:7]=[CH:6][N:5]=[C:4]([C:8]([O:10][CH2:11][CH3:12])=[O:9])[CH:3]=1.[F:13][C:14]1[CH:15]=[C:16]([OH:23])[CH:17]=[CH:18][C:19]=1[N+:20]([O-:22])=[O:21].ClC1C=CC=CC=1.C(=O)([O-])[O-].[Na+].[Na+], predict the reaction product. (2) The product is: [Cl:47][C:46]1[CH:45]=[CH:44][C:26]([O:27][C:28]2[CH:29]=[CH:30][C:31]3[N:32]([CH:34]=[C:35]([NH:37][C:38]([CH:40]4[CH2:42][CH:41]4[CH3:43])=[O:39])[N:36]=3)[N:33]=2)=[CH:25][C:24]=1[NH:23][C:8]([C:6]1[C:5]([CH3:11])=[N:4][N:3]([CH2:1][CH3:2])[CH:7]=1)=[O:10]. Given the reactants [CH2:1]([N:3]1[CH:7]=[C:6]([C:8]([OH:10])=O)[C:5]([CH3:11])=[N:4]1)[CH3:2].CN(C)C=O.C(Cl)(=O)C(Cl)=O.[NH2:23][C:24]1[CH:25]=[C:26]([CH:44]=[CH:45][C:46]=1[Cl:47])[O:27][C:28]1[CH:29]=[CH:30][C:31]2[N:32]([CH:34]=[C:35]([NH:37][C:38]([CH:40]3[CH2:42][CH:41]3[CH3:43])=[O:39])[N:36]=2)[N:33]=1, predict the reaction product. (3) Given the reactants [Br:1][C:2]1[CH:3]=[CH:4][C:5]2[O:9][CH:8]([CH:10]3[CH2:15][CH2:14][NH:13][CH2:12][CH2:11]3)[CH2:7][C:6]=2[CH:16]=1.CCN(CC)CC.[CH2:24]([S:27](Cl)(=[O:29])=[O:28])[CH2:25][CH3:26], predict the reaction product. The product is: [Br:1][C:2]1[CH:3]=[CH:4][C:5]2[O:9][CH:8]([CH:10]3[CH2:11][CH2:12][N:13]([S:27]([CH2:24][CH2:25][CH3:26])(=[O:29])=[O:28])[CH2:14][CH2:15]3)[CH2:7][C:6]=2[CH:16]=1. (4) Given the reactants [Cl:1][C:2]1[CH:3]=[C:4]([OH:8])[CH:5]=[N:6][CH:7]=1.[H-].[Na+].F[C:12]1[CH:17]=[CH:16][CH:15]=[C:14]([N+:18]([O-:20])=[O:19])[CH:13]=1, predict the reaction product. The product is: [Cl:1][C:2]1[CH:7]=[N:6][CH:5]=[C:4]([O:8][C:12]2[CH:17]=[CH:16][CH:15]=[C:14]([N+:18]([O-:20])=[O:19])[CH:13]=2)[CH:3]=1. (5) Given the reactants [NH2:1][C:2]1[CH:11]=[CH:10][C:5]([C:6]([O:8][CH3:9])=[O:7])=[CH:4][CH:3]=1.[CH2:12]([O:18][C:19]1[CH:27]=[CH:26][C:22]([C:23](Cl)=[O:24])=[CH:21][CH:20]=1)[CH2:13][CH2:14][CH2:15][CH2:16][CH3:17], predict the reaction product. The product is: [CH2:12]([O:18][C:19]1[CH:27]=[CH:26][C:22]([C:23]([NH:1][C:2]2[CH:3]=[CH:4][C:5]([C:6]([O:8][CH3:9])=[O:7])=[CH:10][CH:11]=2)=[O:24])=[CH:21][CH:20]=1)[CH2:13][CH2:14][CH2:15][CH2:16][CH3:17]. (6) Given the reactants [CH3:1][Si:2]([CH3:16])([CH3:15])[CH2:3][CH2:4][O:5][C:6]([N:8]1[CH2:13][CH2:12][C:11](=O)[CH2:10][CH2:9]1)=[O:7].C1C=CC(N([S:31]([C:34]([F:37])([F:36])[F:35])(=[O:33])=[O:32])[S:31]([C:34]([F:37])([F:36])[F:35])(=[O:33])=[O:32])=CC=1.C1C[O:41]CC1, predict the reaction product. The product is: [CH3:1][Si:2]([CH3:16])([CH3:15])[CH2:3][CH2:4][O:5][C:6]([N:8]1[CH2:13][CH:12]=[CH:11][CH2:10][CH:9]1[O:32][S:31]([C:34]([F:37])([F:36])[F:35])(=[O:41])=[O:33])=[O:7]. (7) Given the reactants [C:1]([NH2:5])([CH3:4])([CH3:3])[CH3:2].Br[CH2:7][C:8]1[N:9]=[CH:10][S:11][C:12]=1[CH2:13]Br, predict the reaction product. The product is: [C:1]([N:5]1[CH2:13][C:12]2[S:11][CH:10]=[N:9][C:8]=2[CH2:7]1)([CH3:4])([CH3:3])[CH3:2]. (8) Given the reactants [OH:1][CH2:2][CH2:3][C:4]1[CH:9]=[CH:8][C:7]([C:10]2[CH:11]=[N:12][CH:13]=[C:14]([CH:19]=2)[C:15]([O:17][CH3:18])=[O:16])=[CH:6][CH:5]=1.[H][H], predict the reaction product. The product is: [OH:1][CH2:2][CH2:3][C:4]1[CH:5]=[CH:6][C:7]([CH:10]2[CH2:11][NH:12][CH2:13][CH:14]([C:15]([O:17][CH3:18])=[O:16])[CH2:19]2)=[CH:8][CH:9]=1.